Dataset: Forward reaction prediction with 1.9M reactions from USPTO patents (1976-2016). Task: Predict the product of the given reaction. (1) Given the reactants Br[C:2]1[C:3]([NH:10][CH2:11][CH2:12][CH:13]2[CH2:18][CH2:17][CH2:16][CH2:15][CH2:14]2)=[N:4][C:5]([C:8]#[N:9])=[N:6][CH:7]=1.[CH2:19]([C:22]1[CH:27]=[CH:26][C:25]([N:28]2[CH2:32][CH2:31][CH2:30][C:29]2=[O:33])=[CH:24][CH:23]=1)[C:20]#[CH:21], predict the reaction product. The product is: [CH:13]1([CH2:12][CH2:11][N:10]2[C:3]3[N:4]=[C:5]([C:8]#[N:9])[N:6]=[CH:7][C:2]=3[CH:21]=[C:20]2[CH2:19][C:22]2[CH:27]=[CH:26][C:25]([N:28]3[CH2:32][CH2:31][CH2:30][C:29]3=[O:33])=[CH:24][CH:23]=2)[CH2:18][CH2:17][CH2:16][CH2:15][CH2:14]1. (2) Given the reactants CC(C)([O-])C.[K+].[Cl-].[CH3:8][O:9][CH2:10][P+](C1C=CC=CC=1)(C1C=CC=CC=1)C1C=CC=CC=1.[CH3:30][C:31]1[CH:32]=[C:33]([C:40]2[CH:45]=[CH:44][C:43]([C:46]([F:49])([F:48])[F:47])=[CH:42][CH:41]=2)[CH:34]=[CH:35][C:36]=1[C:37](=O)[CH3:38].CCOC(C)=O.CCCCCC, predict the reaction product. The product is: [CH3:8][O:9][CH:10]=[C:37]([C:36]1[CH:35]=[CH:34][C:33]([C:40]2[CH:41]=[CH:42][C:43]([C:46]([F:47])([F:48])[F:49])=[CH:44][CH:45]=2)=[CH:32][C:31]=1[CH3:30])[CH3:38].